Regression. Given two drug SMILES strings and cell line genomic features, predict the synergy score measuring deviation from expected non-interaction effect. From a dataset of NCI-60 drug combinations with 297,098 pairs across 59 cell lines. Drug 1: CCCS(=O)(=O)NC1=C(C(=C(C=C1)F)C(=O)C2=CNC3=C2C=C(C=N3)C4=CC=C(C=C4)Cl)F. Drug 2: CC1=CC2C(CCC3(C2CCC3(C(=O)C)OC(=O)C)C)C4(C1=CC(=O)CC4)C. Cell line: OVCAR-5. Synergy scores: CSS=-5.15, Synergy_ZIP=10.1, Synergy_Bliss=2.73, Synergy_Loewe=-4.21, Synergy_HSA=-3.95.